This data is from Forward reaction prediction with 1.9M reactions from USPTO patents (1976-2016). The task is: Predict the product of the given reaction. (1) Given the reactants I[C:2]1[N:3]([C:13]2[CH:14]=[CH:15][C:16]3[N:17]([CH3:26])[C:18]4[C:23]([C:24]=3[CH:25]=2)=[CH:22][CH:21]=[CH:20][CH:19]=4)[CH:4]=[C:5]([C:7]2[S:8][C:9]([CH3:12])=[CH:10][CH:11]=2)[N:6]=1.[CH3:27][C:28]1[S:32][C:31](B2OC(C)(C)C(C)(C)O2)=[CH:30][CH:29]=1.C([O-])([O-])=O.[Na+].[Na+], predict the reaction product. The product is: [CH3:27][C:28]1[S:32][C:31]([C:2]2[N:3]([C:13]3[CH:14]=[CH:15][C:16]4[N:17]([CH3:26])[C:18]5[C:23]([C:24]=4[CH:25]=3)=[CH:22][CH:21]=[CH:20][CH:19]=5)[CH:4]=[C:5]([C:7]3[S:8][C:9]([CH3:12])=[CH:10][CH:11]=3)[N:6]=2)=[CH:30][CH:29]=1. (2) Given the reactants Cl[C:2]1[N:23]=[C:5]2[C:6]([C:10]3[CH:11]=[C:12]([CH:20]=[CH:21][CH:22]=3)[CH2:13][N:14]([CH3:19])[S:15]([CH3:18])(=[O:17])=[O:16])=[CH:7][CH:8]=[CH:9][N:4]2[N:3]=1.[CH3:24][N:25]1[CH2:30][CH2:29][CH:28]([C:31]2[CH:36]=[CH:35][C:34]([NH2:37])=[CH:33][CH:32]=2)[CH2:27][CH2:26]1.C1(P(C2CCCCC2)C2C=CC=CC=2C2C=CC=CC=2P(C2CCCCC2)C2CCCCC2)CCCCC1, predict the reaction product. The product is: [CH3:19][N:14]([CH2:13][C:12]1[CH:20]=[CH:21][CH:22]=[C:10]([C:6]2[C:5]3[N:4]([N:3]=[C:2]([NH:37][C:34]4[CH:35]=[CH:36][C:31]([CH:28]5[CH2:27][CH2:26][N:25]([CH3:24])[CH2:30][CH2:29]5)=[CH:32][CH:33]=4)[N:23]=3)[CH:9]=[CH:8][CH:7]=2)[CH:11]=1)[S:15]([CH3:18])(=[O:17])=[O:16]. (3) Given the reactants [Cr](Cl)([O-])(=O)=O.[NH+]1C=CC=CC=1.[F:12][C:13]1[C:14]([CH2:26][OH:27])=[C:15]([NH:19][C:20](=[O:25])[C:21]([CH3:24])([CH3:23])[CH3:22])[CH:16]=[CH:17][CH:18]=1, predict the reaction product. The product is: [F:12][C:13]1[C:14]([CH:26]=[O:27])=[C:15]([NH:19][C:20](=[O:25])[C:21]([CH3:24])([CH3:22])[CH3:23])[CH:16]=[CH:17][CH:18]=1. (4) Given the reactants [CH3:1][N:2]1[CH2:7][CH2:6][N:5]([CH2:8][CH2:9][CH2:10]Cl)[CH2:4][CH2:3]1.NC(N)=[S:14].[OH-].[Na+], predict the reaction product. The product is: [CH3:1][N:2]1[CH2:7][CH2:6][N:5]([CH2:8][CH2:9][CH2:10][SH:14])[CH2:4][CH2:3]1. (5) Given the reactants [CH2:1]([O:3][C:4]([C:6]1[C:15]2[C:10](=[CH:11][CH:12]=[CH:13][C:14]=2Br)[CH:9]=[CH:8][CH:7]=1)=[O:5])[CH3:2].[CH:17]([Sn](CCCC)(CCCC)CCCC)=[CH2:18].[F-].[K+], predict the reaction product. The product is: [CH2:1]([O:3][C:4]([C:6]1[C:15]2[C:10](=[CH:11][CH:12]=[CH:13][C:14]=2[CH:17]=[CH2:18])[CH:9]=[CH:8][CH:7]=1)=[O:5])[CH3:2]. (6) Given the reactants O.O.[Sn](Cl)Cl.[Cl:6][C:7]1[N:12]=[C:11]([C:13]#[N:14])[C:10]([N+:15]([O-])=O)=[C:9]([NH:18][CH3:19])[CH:8]=1.[OH-].[NH4+], predict the reaction product. The product is: [NH2:15][C:10]1[C:11]([C:13]#[N:14])=[N:12][C:7]([Cl:6])=[CH:8][C:9]=1[NH:18][CH3:19]. (7) Given the reactants [CH2:1]([O:8][C:9]1[CH:14]=[C:13]([F:15])[C:12](Br)=[CH:11][C:10]=1[F:17])[C:2]1[CH:7]=[CH:6][CH:5]=[CH:4][CH:3]=1.C([Li])CCC.[CH:23]([Si:26]([CH:41]([CH3:43])[CH3:42])([CH:38]([CH3:40])[CH3:39])[N:27]1[C:31]2=[N:32][CH:33]=[CH:34][CH:35]=[C:30]2[C:29]([CH:36]=[O:37])=[CH:28]1)([CH3:25])[CH3:24].O, predict the reaction product. The product is: [CH2:1]([O:8][C:9]1[C:10]([F:17])=[CH:11][C:12]([C:28]2[N:27]([Si:26]([CH:41]([CH3:43])[CH3:42])([CH:38]([CH3:39])[CH3:40])[CH:23]([CH3:25])[CH3:24])[C:31]3=[N:32][CH:33]=[CH:34][CH:35]=[C:30]3[C:29]=2[CH2:36][OH:37])=[C:13]([F:15])[CH:14]=1)[C:2]1[CH:7]=[CH:6][CH:5]=[CH:4][CH:3]=1. (8) Given the reactants [OH:1][C:2]1[CH:3]=[N:4][C:5]([C:8]2[CH:9]=[C:10]([CH:14]([C:16]3[C:21](=[O:22])[CH:20]=[CH:19][N:18]([C:23]4[CH:24]=[N:25][N:26]([CH3:28])[CH:27]=4)[N:17]=3)[CH3:15])[CH:11]=[CH:12][CH:13]=2)=[N:6][CH:7]=1.CS(O[CH:34]1[CH2:39][CH2:38][N:37]([C:40]([O:42][C:43]([CH3:46])([CH3:45])[CH3:44])=[O:41])[CH2:36][CH2:35]1)(=O)=O.[Na+].[I-], predict the reaction product. The product is: [CH3:28][N:26]1[CH:27]=[C:23]([N:18]2[CH:19]=[CH:20][C:21](=[O:22])[C:16]([CH:14]([C:10]3[CH:9]=[C:8]([C:5]4[N:6]=[CH:7][C:2]([O:1][CH:34]5[CH2:39][CH2:38][N:37]([C:40]([O:42][C:43]([CH3:46])([CH3:45])[CH3:44])=[O:41])[CH2:36][CH2:35]5)=[CH:3][N:4]=4)[CH:13]=[CH:12][CH:11]=3)[CH3:15])=[N:17]2)[CH:24]=[N:25]1. (9) Given the reactants FC(F)(F)OC1C=CC(CN)=CC=1.FC1C=C(C=CC=1[N+]([O-])=O)OCC1C=CN(C)N=1.[CH3:32][N:33]1[CH:37]=[CH:36][C:35]([CH2:38][O:39][C:40]2[CH:45]=[C:44]([NH:46][CH2:47][C:48]3[CH:53]=[CH:52][C:51]([O:54][C:55]([F:58])([F:57])[F:56])=[CH:50][CH:49]=3)[C:43]([NH2:59])=[CH:42][CH:41]=2)=[N:34]1.[CH3:60][C:61]1([CH3:69])[C@@H:66]2[C@H:62]1[C:63](=[O:68])[O:64][C:65]2=O, predict the reaction product. The product is: [CH3:60][C:61]1([CH3:69])[C@H:66]([C:65]2[N:46]([CH2:47][C:48]3[CH:53]=[CH:52][C:51]([O:54][C:55]([F:56])([F:57])[F:58])=[CH:50][CH:49]=3)[C:44]3[CH:45]=[C:40]([O:39][CH2:38][C:35]4[CH:36]=[CH:37][N:33]([CH3:32])[N:34]=4)[CH:41]=[CH:42][C:43]=3[N:59]=2)[C@@H:62]1[C:63]([OH:68])=[O:64]. (10) Given the reactants C[O:2][C:3](=[O:21])[CH2:4][CH2:5][N:6]1[C:11]2[CH:12]=[C:13]([CH3:16])[CH:14]=[CH:15][C:10]=2[O:9][CH:8]([CH:17]([CH3:19])[CH3:18])[C:7]1=[O:20].[OH-].[Na+], predict the reaction product. The product is: [CH:17]([CH:8]1[C:7](=[O:20])[N:6]([CH2:5][CH2:4][C:3]([OH:21])=[O:2])[C:11]2[CH:12]=[C:13]([CH3:16])[CH:14]=[CH:15][C:10]=2[O:9]1)([CH3:19])[CH3:18].